Predict the reactants needed to synthesize the given product. From a dataset of Full USPTO retrosynthesis dataset with 1.9M reactions from patents (1976-2016). The reactants are: [OH-].[Li+].[CH3:3][O:4][C:5]1[CH:6]=[C:7]([CH:10]=[CH:11][C:12]=1[N:13]1[CH:17]=[C:16]([CH3:18])[N:15]=[CH:14]1)[CH:8]=O.[F:19][C:20]1[CH:25]=[C:24]([F:26])[C:23]([F:27])=[CH:22][C:21]=1[C@H:28]1[N:36]2[C@@H:31]([CH2:32][CH2:33][CH:34](P(=O)(OCC)OCC)[C:35]2=[O:37])[CH2:30][CH2:29]1.C(O)C. Given the product [F:19][C:20]1[CH:25]=[C:24]([F:26])[C:23]([F:27])=[CH:22][C:21]=1[C@H:28]1[N:36]2[C@@H:31]([CH2:32][CH2:33]/[C:34](=[CH:8]\[C:7]3[CH:10]=[CH:11][C:12]([N:13]4[CH:17]=[C:16]([CH3:18])[N:15]=[CH:14]4)=[C:5]([O:4][CH3:3])[CH:6]=3)/[C:35]2=[O:37])[CH2:30][CH2:29]1, predict the reactants needed to synthesize it.